This data is from Catalyst prediction with 721,799 reactions and 888 catalyst types from USPTO. The task is: Predict which catalyst facilitates the given reaction. (1) Reactant: [CH3:1][O:2][C:3]1[CH:20]=[CH:19][C:6]2[NH:7][C:8](=[O:18])[N:9]([CH:12]3[CH2:17][CH2:16][NH:15][CH2:14][CH2:13]3)[CH2:10][CH2:11][C:5]=2[CH:4]=1.Cl[C:22]1[N:27]=[CH:26][N:25]=[C:24]([O:28][C:29]2[CH:30]=[C:31]([CH3:43])[C:32]3[N:36]=[C:35]([CH:37]4[CH2:41][CH2:40][O:39][CH2:38]4)[NH:34][C:33]=3[CH:42]=2)[CH:23]=1.CCN(C(C)C)C(C)C.[OH-].[Na+]. Product: [CH3:1][O:2][C:3]1[CH:20]=[CH:19][C:6]2[NH:7][C:8](=[O:18])[N:9]([CH:12]3[CH2:13][CH2:14][N:15]([C:22]4[CH:23]=[C:24]([O:28][C:29]5[CH:30]=[C:31]([CH3:43])[C:32]6[N:36]=[C:35]([CH:37]7[CH2:41][CH2:40][O:39][CH2:38]7)[NH:34][C:33]=6[CH:42]=5)[N:25]=[CH:26][N:27]=4)[CH2:16][CH2:17]3)[CH2:10][CH2:11][C:5]=2[CH:4]=1. The catalyst class is: 3. (2) Reactant: [CH3:1][O:2][N:3]=[C:4]1[CH2:8][N:7]([C:9]([C:11]2[CH:16]=[CH:15][C:14]([C:17]3[CH:22]=[CH:21][CH:20]=[CH:19][C:18]=3[CH3:23])=[CH:13][CH:12]=2)=[O:10])[C@H:6]([C:24](O)=[O:25])[CH2:5]1.C([N:29](CC)CC)C.ClC(OCC)=O. Product: [NH3:3].[CH3:1][O:2][N:3]=[C:4]1[CH2:8][N:7]([C:9]([C:11]2[CH:16]=[CH:15][C:14]([C:17]3[CH:22]=[CH:21][CH:20]=[CH:19][C:18]=3[CH3:23])=[CH:13][CH:12]=2)=[O:10])[C@H:6]([C:24]([NH2:29])=[O:25])[CH2:5]1. The catalyst class is: 1. (3) Reactant: [OH:1][CH:2]([CH2:32][N:33]1[CH2:38][CH2:37][CH:36]([N:39]2[CH2:43][CH2:42][CH2:41][C:40]2=[O:44])[CH2:35][CH2:34]1)[CH2:3][N:4]1[C:12]2[CH2:11][CH2:10][N:9]([S:13]([CH3:16])(=[O:15])=[O:14])[CH2:8][C:7]=2[C:6]([C:17]2[CH:18]=[CH:19][C:20]([C:28]([F:31])([F:30])[F:29])=[C:21]([S:23][CH2:24][C:25](O)=[O:26])[CH:22]=2)=[N:5]1.C(Cl)CCl.[CH:49]1[CH:50]=CC2N(O)N=[N:55][C:53]=2[CH:54]=1.N1CCCC1. Product: [OH:1][CH:2]([CH2:3][N:4]1[C:12]2[CH2:11][CH2:10][N:9]([S:13]([CH3:16])(=[O:14])=[O:15])[CH2:8][C:7]=2[C:6]([C:17]2[CH:18]=[CH:19][C:20]([C:28]([F:29])([F:31])[F:30])=[C:21]([S:23][CH2:24][C:25](=[O:26])[N:55]3[CH2:50][CH2:49][CH2:54][CH2:53]3)[CH:22]=2)=[N:5]1)[CH2:32][N:33]1[CH2:34][CH2:35][CH:36]([N:39]2[CH2:43][CH2:42][CH2:41][C:40]2=[O:44])[CH2:37][CH2:38]1. The catalyst class is: 3.